This data is from Peptide-MHC class I binding affinity with 185,985 pairs from IEDB/IMGT. The task is: Regression. Given a peptide amino acid sequence and an MHC pseudo amino acid sequence, predict their binding affinity value. This is MHC class I binding data. (1) The peptide sequence is FPVKPQVPL. The MHC is HLA-B18:01 with pseudo-sequence HLA-B18:01. The binding affinity (normalized) is 0. (2) The peptide sequence is SGYDSLDGV. The MHC is H-2-Kb with pseudo-sequence H-2-Kb. The binding affinity (normalized) is 0.183. (3) The peptide sequence is REVGDTSPDL. The MHC is HLA-B18:01 with pseudo-sequence HLA-B18:01. The binding affinity (normalized) is 0. (4) The peptide sequence is IIAVARKHH. The MHC is HLA-B07:02 with pseudo-sequence HLA-B07:02. The binding affinity (normalized) is 0. (5) The peptide sequence is MFHFFEHEKR. The MHC is Mamu-B17 with pseudo-sequence Mamu-B17. The binding affinity (normalized) is 0.368. (6) The peptide sequence is REVLNVRYM. The MHC is HLA-B15:09 with pseudo-sequence HLA-B15:09. The binding affinity (normalized) is 0.0847. (7) The MHC is Mamu-A01 with pseudo-sequence Mamu-A01. The binding affinity (normalized) is 0.296. The peptide sequence is EYPSLKIYI.